From a dataset of Full USPTO retrosynthesis dataset with 1.9M reactions from patents (1976-2016). Predict the reactants needed to synthesize the given product. (1) Given the product [F:5][CH:6]([F:16])[C:7]1[C:11]([C:12]([Cl:3])=[O:13])=[CH:10][N:9]([CH3:15])[N:8]=1, predict the reactants needed to synthesize it. The reactants are: S(Cl)([Cl:3])=O.[F:5][CH:6]([F:16])[C:7]1[C:11]([C:12](O)=[O:13])=[CH:10][N:9]([CH3:15])[N:8]=1. (2) The reactants are: [Cl:1][C:2]1[C:3]([CH3:33])=[C:4]([CH2:8][N:9]2[C:14]3[N:15]=[C:16]([N:18]4[CH2:23][CH2:22][O:21][CH2:20][CH2:19]4)[S:17][C:13]=3[C:12](=[O:24])[N:11]=[C:10]2[CH2:25][S:26][C:27]2[CH:32]=[CH:31][CH:30]=[CH:29][CH:28]=2)[CH:5]=[CH:6][CH:7]=1.B1([O-])OO1.[OH2:38].[OH2:39].O.O.[Na+]. Given the product [Cl:1][C:2]1[C:3]([CH3:33])=[C:4]([CH2:8][N:9]2[C:14]3[N:15]=[C:16]([N:18]4[CH2:23][CH2:22][O:21][CH2:20][CH2:19]4)[S:17][C:13]=3[C:12](=[O:24])[N:11]=[C:10]2[CH2:25][S:26]([C:27]2[CH:32]=[CH:31][CH:30]=[CH:29][CH:28]=2)(=[O:39])=[O:38])[CH:5]=[CH:6][CH:7]=1, predict the reactants needed to synthesize it. (3) Given the product [F:38][C:39]([F:46])([F:45])[S:40]([O-:43])(=[O:42])=[O:41].[CH3:1][S:2][C:3]1[N:4]([CH3:39])[C:5]([S:36][CH3:37])=[C:6]2[N+:10]=1[CH:9]=[C:8]([C:11]1[C@H:12]([CH3:35])[C@@H:13]3[C@@H:30]([C@H:31]([OH:33])[CH3:32])[C:29](=[O:34])[N:14]3[C:15]=1[C:16]([O:18][CH2:19][C:20]1[CH:21]=[CH:22][C:23]([N+:26]([O-:28])=[O:27])=[CH:24][CH:25]=1)=[O:17])[S:7]2, predict the reactants needed to synthesize it. The reactants are: [CH3:1][S:2][C:3]1[N:10]2[C:6]([S:7][C:8]([C:11]3[C@H:12]([CH3:35])[C@@H:13]4[C@@H:30]([C@H:31]([OH:33])[CH3:32])[C:29](=[O:34])[N:14]4[C:15]=3[C:16]([O:18][CH2:19][C:20]3[CH:25]=[CH:24][C:23]([N+:26]([O-:28])=[O:27])=[CH:22][CH:21]=3)=[O:17])=[CH:9]2)=[C:5]([S:36][CH3:37])[N:4]=1.[F:38][C:39]([F:46])([F:45])[S:40]([O:43]C)(=[O:42])=[O:41].